Task: Predict which catalyst facilitates the given reaction.. Dataset: Catalyst prediction with 721,799 reactions and 888 catalyst types from USPTO (1) The catalyst class is: 9. Product: [N:37]1([CH2:36][CH2:35][CH2:34][NH:33][C:1]([CH:4]([CH2:26][C:27]2[CH:32]=[CH:31][CH:30]=[CH:29][CH:28]=2)[CH2:5][CH2:6][N:7]2[C:11]3[CH:12]=[CH:13][CH:14]=[C:15]([CH3:16])[C:10]=3[N:9]=[C:8]2[CH2:17][O:18][C:19]2[CH:20]=[CH:21][C:22]([Cl:25])=[CH:23][CH:24]=2)=[O:3])[CH2:42][CH2:41][CH2:40][CH2:39][CH2:38]1. Reactant: [C:1]([CH:4]([CH2:26][C:27]1[CH:32]=[CH:31][CH:30]=[CH:29][CH:28]=1)[CH2:5][CH2:6][N:7]1[C:11]2[CH:12]=[CH:13][CH:14]=[C:15]([CH3:16])[C:10]=2[N:9]=[C:8]1[CH2:17][O:18][C:19]1[CH:24]=[CH:23][C:22]([Cl:25])=[CH:21][CH:20]=1)([OH:3])=O.[NH2:33][CH2:34][CH2:35][CH2:36][N:37]1[CH2:42][CH2:41][CH2:40][CH2:39][CH2:38]1.ON1C2C=CC=CC=2N=N1.C1(N=C=NC2CCCCC2)CCCCC1. (2) Reactant: [CH:1]([N:4]1[C:8]([C:9]([OH:11])=O)=[CH:7][CH:6]=[N:5]1)([CH3:3])[CH3:2].S(Cl)(Cl)=O.[NH2:16][C:17]1[CH:18]=[C:19]([CH:32]=[CH:33][CH:34]=1)[C:20]([C:22]1[CH:30]=[C:29]2[C:25]([CH2:26][C:27](=[O:31])[NH:28]2)=[CH:24][CH:23]=1)=[O:21]. Product: [O:31]=[C:27]1[CH2:26][C:25]2[C:29](=[CH:30][C:22]([C:20]([C:19]3[CH:18]=[C:17]([NH:16][C:9]([C:8]4[N:4]([CH:1]([CH3:2])[CH3:3])[N:5]=[CH:6][CH:7]=4)=[O:11])[CH:34]=[CH:33][CH:32]=3)=[O:21])=[CH:23][CH:24]=2)[NH:28]1. The catalyst class is: 1. (3) Product: [CH3:1][O:2][C:3]([C:5]1[S:6][C:7]([C:13](=[O:15])[NH:57][CH2:58][C:59]2[CH:64]=[CH:63][CH:62]=[C:61]([OH:65])[CH:60]=2)=[CH:8][C:9]=1[CH:10]([CH3:11])[CH3:12])=[O:4]. Reactant: [CH3:1][O:2][C:3]([C:5]1[S:6][C:7]([C:13]([OH:15])=O)=[CH:8][C:9]=1[CH:10]([CH3:12])[CH3:11])=[O:4].C(N(CC)CC)C.CN(C(ON1N=NC2C=CC=CC1=2)=[N+](C)C)C.F[P-](F)(F)(F)(F)F.C1C=CC2N(O)N=NC=2C=1.[NH2:57][CH2:58][C:59]1[CH:60]=[C:61]([OH:65])[CH:62]=[CH:63][CH:64]=1. The catalyst class is: 3. (4) Reactant: C(OC(=O)[NH:7][C@H:8]([C:19](=[S:21])[NH2:20])[CH2:9][C:10]1[CH:15]=[CH:14][C:13]([N+:16]([O-:18])=[O:17])=[CH:12][CH:11]=1)(C)(C)C.[Br:23][CH2:24][C:25](=O)[CH2:26][CH3:27].C(OCC)C. Product: [BrH:23].[CH2:26]([C:25]1[N:20]=[C:19]([C@@H:8]([NH2:7])[CH2:9][C:10]2[CH:11]=[CH:12][C:13]([N+:16]([O-:18])=[O:17])=[CH:14][CH:15]=2)[S:21][CH:24]=1)[CH3:27]. The catalyst class is: 23. (5) Reactant: [C:1]([C:3]1[CH:4]=[CH:5][C:6]2[O:10][C:9]([C:11]([C:18]3[C:26]([O:27][CH3:28])=[CH:25][C:24]([CH3:29])=[C:23]4[C:19]=3[CH:20]=[CH:21][N:22]4C(OC(C)(C)C)=O)([CH3:17])[C:12]([O:14][CH2:15][CH3:16])=[O:13])=[N:8][C:7]=2[CH:37]=1)#[N:2].C(=O)([O-])[O-].[Cs+].[Cs+]. Product: [C:1]([C:3]1[CH:4]=[CH:5][C:6]2[O:10][C:9]([C:11]([C:18]3[C:26]([O:27][CH3:28])=[CH:25][C:24]([CH3:29])=[C:23]4[C:19]=3[CH:20]=[CH:21][NH:22]4)([CH3:17])[C:12]([O:14][CH2:15][CH3:16])=[O:13])=[N:8][C:7]=2[CH:37]=1)#[N:2]. The catalyst class is: 14. (6) Reactant: Cl.[CH3:2][O:3][NH:4][CH3:5].C[Al](C)C.[CH3:10][S:11][C:12]1[CH:13]=[CH:14][C:15]([CH:18]([CH2:24][CH:25]2[CH2:30][CH2:29][O:28][CH2:27][CH2:26]2)[C:19]([O:21]CC)=O)=[N:16][CH:17]=1.C(=O)([O-])O.[Na+].[C@H](O)(C([O-])=O)[C@@H](O)C([O-])=O.[Na+].[K+]. Product: [CH3:2][O:3][N:4]([CH3:5])[C:19](=[O:21])[CH:18]([C:15]1[CH:14]=[CH:13][C:12]([S:11][CH3:10])=[CH:17][N:16]=1)[CH2:24][CH:25]1[CH2:26][CH2:27][O:28][CH2:29][CH2:30]1. The catalyst class is: 11. (7) Reactant: [NH2:1][CH2:2][CH2:3][OH:4].C(N(CC)C(C)C)(C)C.F[C:15]1[CH:20]=[CH:19][C:18](O)=[C:17]([N+:22]([O-:24])=[O:23])[CH:16]=1. Product: [N+:22]([C:17]1[CH:18]=[CH:19][C:20]([NH:1][CH2:2][CH2:3][OH:4])=[CH:15][CH:16]=1)([O-:24])=[O:23]. The catalyst class is: 8.